Dataset: Experimentally validated miRNA-target interactions with 360,000+ pairs, plus equal number of negative samples. Task: Binary Classification. Given a miRNA mature sequence and a target amino acid sequence, predict their likelihood of interaction. (1) The miRNA is hsa-miR-3917 with sequence GCUCGGACUGAGCAGGUGGG. The protein sequence of the target gene is MTHSSQDTGSCGIQEDGKLYVVDSINDLNKLNLCPAGSQHLFPLEDKIPVLGTNSGNGSRSLFFVGLLIVLIVSLALVFFVIFLIVQTGNKMDDVSRRLTAEGKDIDDLKRINNMIVKRLNQLNQLDSEQN. Result: 0 (no interaction). (2) The miRNA is hsa-miR-1537-3p with sequence AAAACCGUCUAGUUACAGUUGU. The protein sequence of the target gene is MQRRWVFVLLDVLCLLVASLPFAILTLVNAPYKRGFYCGDDSIRYPYRPDTITHGLMAGVTITATVILVSAGEAYLVYTDRLYSRSDFNNYVAAVYKVLGTFLFGAAVSQSLTDLAKYMIGRLRPNFLAVCDPDWSRVNCSVYVQLEKVCRGNPADVTEARLSFYSGHSSFGMYCMVFLALYVQARLCWKWARLLRPTVQFFLVAFALYVGYTRVSDYKHHWSDVLVGLLQGALVAALTVCYISDFFKARPPQHCLKEEELERKPSLSLTLTLGEADHNHYGYPHSSS. Result: 0 (no interaction). (3) The miRNA is hsa-miR-4726-5p with sequence AGGGCCAGAGGAGCCUGGAGUGG. The protein sequence of the target gene is MESKEERALNNLIVENVNQENDEKDEKEQVANKGEPLALPLNVSEYCVPRGNRRRFRVRQPILQYRWDIMHRLGEPQARMREENMERIGEEVRQLMEKLREKQLSHSLRAVSTDPPHHDHHDEFCLMP. Result: 0 (no interaction). (4) The miRNA is mmu-miR-320-3p with sequence AAAAGCUGGGUUGAGAGGGCGA. The protein sequence of the target gene is MAASWRLGCDPRLLRYLVGFPGRRSVGLVKGALGWSVSRGANWRWFHSTQWLRGDPIKILMPSLSPTMEEGNIVKWLKKEGEAVSAGDALCEIETDKAVVTLDASDDGILAKIVVEEGSKNIRLGSLIGLIVEEGEDWKHVEIPKDVGPPPPVSKPSEPRPSPEPQISIPVKKEHIPGTLRFRLSPAARNILEKHSLDASQGTATGPRGIFTKEDALKLVQLKQTGKITESRPTPAPTATPTAPSPLQATAGPSYPRPVIPPVSTPGQPNAVGTFTEIPASNIRRVIAKRLTESKSTVPH.... Result: 0 (no interaction). (5) The miRNA is mmu-miR-450a-5p with sequence UUUUGCGAUGUGUUCCUAAUAU. The protein sequence of the target gene is MGAAGLLGVFLALVAPGVLGISCGSPPPILNGRISYYSTPIAVGTVIRYSCSGTFRLIGEKSLLCITKDKVDGTWDKPAPKCEYFNKYSSCPEPIVPGGYKIRGSTPYRHGDSVTFACKTNFSMNGNKSVWCQANNMWGPTRLPTCVSVFPLECPALPMIHNGHHTSENVGSIAPGLSVTYSCESGYLLVGEKIINCLSSGKWSAVPPTCEEARCKSLGRFPNGKVKEPPILRVGVTANFFCDEGYRLQGPPSSRCVIAGQGVAWTKMPVCEEIFCPSPPPILNGRHIGNSLANVSYGSI.... Result: 0 (no interaction). (6) The miRNA is hsa-miR-4259 with sequence CAGUUGGGUCUAGGGGUCAGGA. The protein sequence of the target gene is MRLEWAPLLLLLLLLSASCLSLAADSPAAAPAQDKTRQPQAAAAAAEPDQPQGEETRERGHLQPLAGQRRSGGLVQNIDQLYSGGGKVGYLVYAGGRRFLLDLERDDTVGAAGSIVTAGGGLSASSGHRGHCFYRGTVDGSPRSLAVFDLCGGLDGFFAVKHARYTLKPLLRGSWAEYERIYGDGSSRILHVYNREGFSFEALPPRASCETPASPSGPQESPSVHSRSRRRSALAPQLLDHSAFSPSGNAGPQTWWRRRRRSISRARQVELLLVADSSMARMYGRGLQHYLLTLASIANR.... Result: 0 (no interaction). (7) The miRNA is hsa-miR-548b-5p with sequence AAAAGUAAUUGUGGUUUUGGCC. The protein sequence of the target gene is MTMISDLSKDLVEEILSKAPITSLGAVRSTHKQWNALSKGRLLYKAEAKDQFLGFMVMDHRFLSMIFHLNGILKGDGEGFDRPSIREVGDIVNQIDISKVFQCDGLVLCVPSDNSSVVVWNPYLGQTKWIEAREPHDESDMFALGYDKDKNHKILRLYDECYYYYEVYNFKTESWGEEDHLPGWDIDSYNRGVSLNGNTYFLTQEQRAKDKYRVFLLCFNFTTEKFENFIAMPFKYHRKYVGTLSCVGNEKLAALYQRWDTGEMAIWVTTKIESNEVLWSNLFKVDMKPLVRFGFQQCKD.... Result: 0 (no interaction).